From a dataset of Forward reaction prediction with 1.9M reactions from USPTO patents (1976-2016). Predict the product of the given reaction. (1) Given the reactants [CH3:1][CH:2]1[CH2:11][C:10]2[C:5](=[CH:6][C:7]([O:12][CH3:13])=[CH:8][CH:9]=2)[CH:4]([C:14]2[CH:19]=[CH:18][C:17]([N+:20]([O-:22])=[O:21])=[CH:16][CH:15]=2)[O:3]1.[OH-:23].[Na+].Cl, predict the reaction product. The product is: [OH:23][C:4]1([C:14]2[CH:19]=[CH:18][C:17]([N+:20]([O-:22])=[O:21])=[CH:16][CH:15]=2)[C:5]2[C:10](=[CH:9][CH:8]=[C:7]([O:12][CH3:13])[CH:6]=2)[CH2:11][CH:2]([CH3:1])[O:3]1. (2) Given the reactants CI.[CH2:3]([N:6]([S:29]([CH2:32][C:33]1[CH:38]=[CH:37][CH:36]=[CH:35][CH:34]=1)(=[O:31])=[O:30])[C:7]([CH:9]1[CH2:14][CH2:13][N:12]([C:15]2[NH:20][C:19](=[O:21])[C:18]([C:22]([O:24][CH2:25][CH3:26])=[O:23])=[CH:17][C:16]=2[C:27]#[N:28])[CH2:11][CH2:10]1)=[O:8])[CH:4]=[CH2:5].[CH3:39]S(C)=O, predict the reaction product. The product is: [CH2:3]([N:6]([S:29]([CH2:32][C:33]1[CH:34]=[CH:35][CH:36]=[CH:37][CH:38]=1)(=[O:31])=[O:30])[C:7]([CH:9]1[CH2:14][CH2:13][N:12]([C:15]2[C:16]([C:27]#[N:28])=[CH:17][C:18]([C:22]([O:24][CH2:25][CH3:26])=[O:23])=[C:19]([O:21][CH3:39])[N:20]=2)[CH2:11][CH2:10]1)=[O:8])[CH:4]=[CH2:5]. (3) Given the reactants [CH3:1][O:2][C@@H:3]([C@@H:21]1[CH2:25][CH2:24][CH2:23][N:22]1[C:26](=[O:45])[CH2:27][C@@H:28]([O:43][CH3:44])[C@@H:29]([N:34]([CH3:42])[C:35](=[O:41])[C@H:36]([CH:38]([CH3:40])[CH3:39])[NH2:37])[C@@H:30]([CH3:33])[CH2:31][CH3:32])[C@@H:4]([CH3:20])[C:5]([NH:7][C@H:8]([C:16]([O:18][CH3:19])=[O:17])[CH2:9][C:10]1[CH:15]=[CH:14][CH:13]=[CH:12][CH:11]=1)=[O:6].[CH:46]1[C:58]2[CH:57]([CH2:59][O:60][C:61]([NH:63][CH2:64][C:65]([CH3:70])([CH3:69])[C:66](O)=[O:67])=[O:62])[C:56]3[C:51](=[CH:52][CH:53]=[CH:54][CH:55]=3)[C:50]=2[CH:49]=[CH:48][CH:47]=1.CCN(C(C)C)C(C)C.CN(C(ON1N=NC2C=CC=NC1=2)=[N+](C)C)C.F[P-](F)(F)(F)(F)F, predict the reaction product. The product is: [CH:55]1[C:56]2[CH:57]([CH2:59][O:60][C:61]([NH:63][CH2:64][C:65]([CH3:70])([CH3:69])[C:66]([NH:37][C@H:36]([C:35]([N:34]([CH3:42])[C@@H:29]([C@@H:30]([CH3:33])[CH2:31][CH3:32])[C@H:28]([O:43][CH3:44])[CH2:27][C:26]([N:22]3[CH2:23][CH2:24][CH2:25][C@H:21]3[C@H:3]([O:2][CH3:1])[C@@H:4]([CH3:20])[C:5]([NH:7][C@H:8]([C:16]([O:18][CH3:19])=[O:17])[CH2:9][C:10]3[CH:11]=[CH:12][CH:13]=[CH:14][CH:15]=3)=[O:6])=[O:45])=[O:41])[CH:38]([CH3:39])[CH3:40])=[O:67])=[O:62])[C:58]3[C:50](=[CH:49][CH:48]=[CH:47][CH:46]=3)[C:51]=2[CH:52]=[CH:53][CH:54]=1. (4) The product is: [O:25]=[C:33]1[CH:34]=[CH:35][CH:36]=[CH:37][CH:32]1[CH2:31][C@H:38]1[CH2:42][O:41][CH2:40][N:39]1[C:4](=[O:6])[CH2:3][N:2]([CH3:1])[C:7](=[O:16])[C:8]#[C:9][C:10]1[CH:15]=[CH:14][CH:13]=[CH:12][CH:11]=1. Given the reactants [CH3:1][N:2]([C:7](=[O:16])[C:8]#[C:9][C:10]1[CH:15]=[CH:14][CH:13]=[CH:12][CH:11]=1)[CH2:3][C:4]([OH:6])=O.CCN(CC)CC.C(Cl)(C(C)(C)C)=[O:25].[CH2:31]([C@H:38]1[CH2:42][O:41][C:40](=O)[NH:39]1)[C:32]1[CH:37]=[CH:36][CH:35]=[CH:34][CH:33]=1.[Li]CCCC.[NH4+].[Cl-], predict the reaction product. (5) Given the reactants [F:1][B-](F)(F)F.N#[O+].N[C:9]1[C:10]([C:16]([NH2:18])=[O:17])=[N:11][CH:12]=[C:13]([Br:15])[CH:14]=1, predict the reaction product. The product is: [F:1][C:9]1[C:10]([C:16]([NH2:18])=[O:17])=[N:11][CH:12]=[C:13]([Br:15])[CH:14]=1. (6) Given the reactants [CH2:1]([O:3][C:4]1[CH:5]=[C:6]([CH:25]=[C:26]([O:29][CH2:30][CH3:31])[C:27]=1[F:28])[CH2:7][N:8]1[CH2:13][CH2:12][CH:11]([NH:14][C:15]2[O:16][C:17]3[C:18](=[C:20]([NH2:24])[CH:21]=[CH:22][CH:23]=3)[N:19]=2)[CH2:10][CH2:9]1)[CH3:2].[NH:32]1[C:36]([CH2:37][C:38](O)=[O:39])=[N:35][N:34]=[N:33]1.C(N(C(C)C)C(C)C)C.O=C1N(P(Cl)(N2CCOC2=O)=O)CCO1, predict the reaction product. The product is: [CH2:1]([O:3][C:4]1[CH:5]=[C:6]([CH:25]=[C:26]([O:29][CH2:30][CH3:31])[C:27]=1[F:28])[CH2:7][N:8]1[CH2:13][CH2:12][CH:11]([NH:14][C:15]2[O:16][C:17]3[CH:23]=[CH:22][CH:21]=[C:20]([NH:24][C:38](=[O:39])[CH2:37][C:36]4[NH:35][N:34]=[N:33][N:32]=4)[C:18]=3[N:19]=2)[CH2:10][CH2:9]1)[CH3:2].